From a dataset of Full USPTO retrosynthesis dataset with 1.9M reactions from patents (1976-2016). Predict the reactants needed to synthesize the given product. (1) Given the product [Cl:28][C:25]1[CH:26]=[CH:27][C:22]([C@H:9]2[N:10]3[C:11]([S:12][C:13]([C:19]([N:29]4[CH2:34][CH2:33][O:32][CH2:31][CH2:30]4)=[O:21])=[C:14]3[CH:16]([CH3:18])[CH3:17])=[N:15][C@H:8]2[C:5]2[CH:6]=[CH:7][C:2]([Cl:1])=[CH:3][CH:4]=2)=[CH:23][CH:24]=1, predict the reactants needed to synthesize it. The reactants are: [Cl:1][C:2]1[CH:7]=[CH:6][C:5]([C@H:8]2[N:15]3[C:11]([S:12][C:13]([C:19]([OH:21])=O)=[C:14]3[CH:16]([CH3:18])[CH3:17])=[N:10][C@H:9]2[C:22]2[CH:27]=[CH:26][C:25]([Cl:28])=[CH:24][CH:23]=2)=[CH:4][CH:3]=1.[NH:29]1[CH2:34][CH2:33][O:32][CH2:31][CH2:30]1. (2) Given the product [CH2:39]([O:38][CH2:37][C:14]1[N:15]([CH2:16][C:17]2([O:30][CH2:31][CH2:32][S:33]([CH3:36])(=[O:35])=[O:34])[CH2:22][CH2:21][NH:20][CH2:19][CH2:18]2)[C:11]2[C:10]3[CH:9]=[CH:8][CH:7]=[CH:6][C:5]=3[N:4]=[C:3]([NH2:2])[C:12]=2[N:13]=1)[CH3:40], predict the reactants needed to synthesize it. The reactants are: Cl.[NH2:2][C:3]1[C:12]2[N:13]=[C:14]([CH2:37][O:38][CH2:39][CH3:40])[N:15]([CH2:16][C:17]3([O:30][CH2:31][CH2:32][S:33]([CH3:36])(=[O:35])=[O:34])[CH2:22][CH2:21][N:20](C(OC(C)(C)C)=O)[CH2:19][CH2:18]3)[C:11]=2[C:10]2[CH:9]=[CH:8][CH:7]=[CH:6][C:5]=2[N:4]=1. (3) Given the product [CH2:14]([O:13][C:11]([C:7]1[N:8]([CH2:35][C:36](=[O:37])[N:38]([CH2:41][CH3:42])[CH2:39][CH3:40])[C:9]2[C:5]([C:6]=1[NH:16][C:17]1[CH:18]=[CH:19][N:20]=[CH:21][CH:22]=1)=[CH:4][CH:3]=[C:2]([Cl:1])[CH:10]=2)=[O:12])[CH3:15], predict the reactants needed to synthesize it. The reactants are: [Cl:1][C:2]1[CH:10]=[C:9]2[C:5]([C:6]([NH:16][C:17]3[CH:22]=[CH:21][N:20]=[CH:19][CH:18]=3)=[C:7]([C:11]([O:13][CH2:14][CH3:15])=[O:12])[NH:8]2)=[CH:4][CH:3]=1.CC(C)([O-])C.[K+].O1CCCC1.Cl[CH2:35][C:36]([N:38]([CH2:41][CH3:42])[CH2:39][CH3:40])=[O:37]. (4) Given the product [F:1][C:2]([F:8])([S:5]([O-:16])(=[O:7])=[O:6])[CH2:3][OH:4].[CH2:9]([NH+:11]([CH2:14][CH3:15])[CH2:12][CH3:13])[CH3:10], predict the reactants needed to synthesize it. The reactants are: [F:1][C:2]([F:8])([S:5]([O-:7])=[O:6])[CH2:3][OH:4].[CH2:9]([NH+:11]([CH2:14][CH3:15])[CH2:12][CH3:13])[CH3:10].[OH:16]O. (5) Given the product [Cl:1][C:2]1[N:3]=[C:4]([N:22]2[CH2:27][CH2:26][O:25][CH2:24][CH2:23]2)[C:5]2[CH:10]=[C:9]([CH:11]=[O:41])[S:8][C:6]=2[N:7]=1, predict the reactants needed to synthesize it. The reactants are: [Cl:1][C:2]1[N:3]=[C:4]([N:22]2[CH2:27][CH2:26][O:25][CH2:24][CH2:23]2)[C:5]2[CH:10]=[C:9]([CH2:11]N3CCN(S(C)(=O)=O)CC3)[S:8][C:6]=2[N:7]=1.ClC1N=C(N2CC[O:41]CC2)C2C=CSC=2N=1.[Li]CCCC.CN(C=O)C.